Dataset: Forward reaction prediction with 1.9M reactions from USPTO patents (1976-2016). Task: Predict the product of the given reaction. (1) Given the reactants [CH2:1]([N:3]1[CH2:8][C:7]([CH3:10])([CH3:9])[O:6][C:5](=[O:11])[CH:4]1[CH2:12][C:13]([OH:15])=O)[CH3:2].C(N(C(C)C)CC)(C)C.CN(C(ON1N=NC2C=CC=NC1=2)=[N+](C)C)C.F[P-](F)(F)(F)(F)F.[Cl:49][C:50]1[CH:57]=[CH:56][C:53]([CH2:54][NH2:55])=[CH:52][CH:51]=1, predict the reaction product. The product is: [Cl:49][C:50]1[CH:57]=[CH:56][C:53]([CH2:54][NH:55][C:13](=[O:15])[CH2:12][CH:4]2[C:5](=[O:11])[O:6][C:7]([CH3:9])([CH3:10])[CH2:8][N:3]2[CH2:1][CH3:2])=[CH:52][CH:51]=1. (2) Given the reactants [Cl:1][C:2]1[CH:10]=[CH:9][CH:8]=[C:7]2[C:3]=1[C:4]([C:24](=[O:35])[NH:25][CH2:26][CH:27]1[CH2:32][CH2:31][C:30]([F:34])([F:33])[CH2:29][CH2:28]1)=[CH:5][N:6]2[CH2:11][CH:12]1[CH2:16][CH2:15][CH2:14][N:13]1C(OC(C)(C)C)=O.FC(F)(F)C(O)=O, predict the reaction product. The product is: [Cl:1][C:2]1[CH:10]=[CH:9][CH:8]=[C:7]2[C:3]=1[C:4]([C:24]([NH:25][CH2:26][CH:27]1[CH2:32][CH2:31][C:30]([F:34])([F:33])[CH2:29][CH2:28]1)=[O:35])=[CH:5][N:6]2[CH2:11][CH:12]1[CH2:16][CH2:15][CH2:14][NH:13]1.